From a dataset of Forward reaction prediction with 1.9M reactions from USPTO patents (1976-2016). Predict the product of the given reaction. (1) The product is: [CH2:15]([N:6]1[C:5]2[CH:4]=[CH:3][C:2]([NH:1][C:28](=[O:29])[CH2:27][CH2:26][CH2:25][NH:24][C:22](=[O:23])[O:21][C:17]([CH3:18])([CH3:20])[CH3:19])=[CH:14][C:13]=2[C:12]2[C:7]1=[CH:8][CH:9]=[CH:10][CH:11]=2)[CH3:16]. Given the reactants [NH2:1][C:2]1[CH:3]=[CH:4][C:5]2[N:6]([CH2:15][CH3:16])[C:7]3[C:12]([C:13]=2[CH:14]=1)=[CH:11][CH:10]=[CH:9][CH:8]=3.[C:17]([O:21][C:22]([NH:24][CH2:25][CH2:26][CH2:27][C:28](O)=[O:29])=[O:23])([CH3:20])([CH3:19])[CH3:18].CCN(C(C)C)C(C)C.CN(C(ON1N=NC2C=CC=NC1=2)=[N+](C)C)C.F[P-](F)(F)(F)(F)F, predict the reaction product. (2) Given the reactants [C:1](Cl)([CH3:3])=[O:2].Cl.[F:6][C:7]1[CH:8]=[CH:9][C:10]([CH2:13][O:14][C:15]2[CH:20]=[CH:19][N:18]([C:21]3[CH:22]=[CH:23][C:24]4[C:25]5[CH2:35][CH2:34][NH:33][CH2:32][CH2:31][C:26]=5[N:27]([CH3:30])[C:28]=4[CH:29]=3)[C:17](=[O:36])[CH:16]=2)=[N:11][CH:12]=1.CCN(CC)CC.O, predict the reaction product. The product is: [C:1]([N:33]1[CH2:34][CH2:35][C:25]2[C:24]3[CH:23]=[CH:22][C:21]([N:18]4[CH:19]=[CH:20][C:15]([O:14][CH2:13][C:10]5[CH:9]=[CH:8][C:7]([F:6])=[CH:12][N:11]=5)=[CH:16][C:17]4=[O:36])=[CH:29][C:28]=3[N:27]([CH3:30])[C:26]=2[CH2:31][CH2:32]1)(=[O:2])[CH3:3]. (3) Given the reactants [F:1][C:2]1[CH:3]=[N:4][C:5]([N:8]2[CH2:13][CH2:12][CH:11]([CH:14]=[O:15])[CH2:10][CH2:9]2)=[N:6][CH:7]=1.[CH3:16][Mg]Br.[CH3:19][S:20](Cl)(=[O:22])=[O:21], predict the reaction product. The product is: [CH3:19][S:20]([O:15][CH:14]([CH:11]1[CH2:12][CH2:13][N:8]([C:5]2[N:6]=[CH:7][C:2]([F:1])=[CH:3][N:4]=2)[CH2:9][CH2:10]1)[CH3:16])(=[O:22])=[O:21]. (4) Given the reactants [I:1][C:2]1[C:11]([N+:12]([O-])=O)=[CH:10][C:5]([C:6]([O:8][CH3:9])=[O:7])=[C:4]([C:15]([F:18])([F:17])[F:16])[CH:3]=1.[I:19][C:20]1[CH:29]=[CH:28][C:23]([C:24]([O:26][CH3:27])=[O:25])=[C:22]([C:30]([F:33])([F:32])[F:31])[C:21]=1[N+:34]([O-])=O, predict the reaction product. The product is: [NH2:12][C:11]1[C:2]([I:1])=[CH:3][C:4]([C:15]([F:16])([F:17])[F:18])=[C:5]([CH:10]=1)[C:6]([O:8][CH3:9])=[O:7].[NH2:34][C:21]1[C:22]([C:30]([F:33])([F:31])[F:32])=[C:23]([CH:28]=[CH:29][C:20]=1[I:19])[C:24]([O:26][CH3:27])=[O:25]. (5) The product is: [C:1]([C:3]1[C:11]2[C:6](=[CH:7][CH:8]=[C:9]([NH:12][C:13]3[N:18]=[C:17]([NH:19][CH2:20][CH3:21])[C:16]4=[N:31][CH:32]=[C:33]([C:34]#[N:35])[N:15]4[N:14]=3)[CH:10]=2)[N:5]([CH:36]2[CH2:41][CH2:40][N:39]([CH2:50][C@@H:49]([OH:55])[CH3:54])[CH2:38][CH2:37]2)[CH:4]=1)#[N:2]. Given the reactants [C:1]([C:3]1[C:11]2[C:6](=[CH:7][CH:8]=[C:9]([NH:12][C:13]3[N:18]=[C:17]([N:19](CC)[CH2:20][C:21]4C=CC(OC)=CC=4)[C:16]4=[N:31][CH:32]=[C:33]([C:34]#[N:35])[N:15]4[N:14]=3)[CH:10]=2)[N:5]([CH:36]2[CH2:41][CH2:40][N:39](C(OC(C)(C)C)=O)[CH2:38][CH2:37]2)[CH:4]=1)#[N:2].[C:49]1([O:55]C)[CH:54]=CC=C[CH:50]=1.C(O)(C(F)(F)F)=O, predict the reaction product. (6) Given the reactants [Br:1][C:2]1[CH:10]=[CH:9][C:5]([C:6]([NH2:8])=[O:7])=[C:4]([OH:11])[CH:3]=1.[F:12][C:13]1[CH:14]=[C:15]([CH:24]=[CH:25][C:26]=1[F:27])[CH2:16][N:17]1[CH2:22][CH2:21][C:20](=O)[CH2:19][CH2:18]1.O.C1(C)C=CC(S(O)(=O)=O)=CC=1.C(=O)([O-])[O-].[Na+].[Na+], predict the reaction product. The product is: [Br:1][C:2]1[CH:10]=[CH:9][C:5]2[C:6](=[O:7])[NH:8][C:20]3([O:11][C:4]=2[CH:3]=1)[CH2:21][CH2:22][N:17]([CH2:16][C:15]1[CH:24]=[CH:25][C:26]([F:27])=[C:13]([F:12])[CH:14]=1)[CH2:18][CH2:19]3.